From a dataset of Forward reaction prediction with 1.9M reactions from USPTO patents (1976-2016). Predict the product of the given reaction. (1) Given the reactants Cl.[NH2:2][C@H:3]([C:14]([O:16][CH3:17])=[O:15])[CH2:4][C:5]1[C:13]2[C:8](=[CH:9][CH:10]=[CH:11][CH:12]=2)[NH:7][CH:6]=1.C(N(CC)CC)C.[C:25](O)(=[O:30])/[C:26](=[CH:28]/[CH3:29])/[CH3:27].CCN=C=NCCCN(C)C.Cl, predict the reaction product. The product is: [C:25]([NH:2][C@H:3]([C:14]([O:16][CH3:17])=[O:15])[CH2:4][C:5]1[C:13]2[C:8](=[CH:9][CH:10]=[CH:11][CH:12]=2)[NH:7][CH:6]=1)(=[O:30])/[C:26](=[CH:28]/[CH3:29])/[CH3:27]. (2) The product is: [F:19][C:17]1[CH:18]=[C:13]([NH:12][C:9]2[N:8]=[C:7]3[C:21]([NH2:1])=[N:22][NH:5][C:6]3=[CH:11][CH:10]=2)[CH:14]=[C:15]([F:20])[CH:16]=1. Given the reactants [N:1]([O-])=O.[Na+].[NH2:5][C:6]1[C:7]([C:21]#[N:22])=[N:8][C:9]([NH:12][C:13]2[CH:18]=[C:17]([F:19])[CH:16]=[C:15]([F:20])[CH:14]=2)=[CH:10][CH:11]=1.O.O.Cl[Sn]Cl, predict the reaction product. (3) Given the reactants [C:1]([C:3]1[N:7]2[CH:8]=[C:9]([C:12]3[CH:32]=[CH:31][C:15]([C:16]([N:18]4[CH2:23][CH2:22][N:21]([C:24]([O:26][C:27]([CH3:30])([CH3:29])[CH3:28])=[O:25])[CH2:20][CH2:19]4)=[O:17])=[CH:14][CH:13]=3)[CH:10]=[CH:11][C:6]2=[N:5][CH:4]=1)#[CH:2].Br[C:34]1[CH:39]=[CH:38][N:37]=[C:36]([NH:40][C:41]2[C:42]([CH3:47])=[N:43][CH:44]=[CH:45][CH:46]=2)[CH:35]=1, predict the reaction product. The product is: [CH3:47][C:42]1[C:41]([NH:40][C:36]2[CH:35]=[C:34]([C:2]#[C:1][C:3]3[N:7]4[CH:8]=[C:9]([C:12]5[CH:13]=[CH:14][C:15]([C:16]([N:18]6[CH2:23][CH2:22][N:21]([C:24]([O:26][C:27]([CH3:28])([CH3:29])[CH3:30])=[O:25])[CH2:20][CH2:19]6)=[O:17])=[CH:31][CH:32]=5)[CH:10]=[CH:11][C:6]4=[N:5][CH:4]=3)[CH:39]=[CH:38][N:37]=2)=[CH:46][CH:45]=[CH:44][N:43]=1.